Dataset: Forward reaction prediction with 1.9M reactions from USPTO patents (1976-2016). Task: Predict the product of the given reaction. (1) Given the reactants [Cl:1][C:2]1[S:9][C:8]2[CH:7]=[CH:6][NH:5][C:4]=2[CH:3]=1.[CH3:10][C:11]([O:14][C:15](O[C:15]([O:14][C:11]([CH3:13])([CH3:12])[CH3:10])=[O:16])=[O:16])([CH3:13])[CH3:12].O, predict the reaction product. The product is: [Cl:1][C:2]1[S:9][C:8]2[CH:7]=[CH:6][N:5]([C:15]([O:14][C:11]([CH3:13])([CH3:12])[CH3:10])=[O:16])[C:4]=2[CH:3]=1. (2) Given the reactants [OH:1][C:2]([C:5]1[CH:17]=[C:16]2[C:8]([C:9]3[C:10](B4OC(C)(C)C(C)(C)O4)=[CH:11][CH:12]=[C:13]([C:18]([NH2:20])=[O:19])[C:14]=3[NH:15]2)=[CH:7][CH:6]=1)([CH3:4])[CH3:3].Br[C:31]1[C:32]([CH3:49])=[C:33]([NH:37][C:38]2[C:47]3[C:42](=[C:43]([F:48])[CH:44]=[CH:45][CH:46]=3)[N:41]=[CH:40][N:39]=2)[CH:34]=[CH:35][CH:36]=1.C(=O)([O-])[O-].[Na+].[Na+], predict the reaction product. The product is: [F:48][C:43]1[CH:44]=[CH:45][CH:46]=[C:47]2[C:42]=1[N:41]=[CH:40][N:39]=[C:38]2[NH:37][C:33]1[C:32]([CH3:49])=[C:31]([C:10]2[C:9]3[C:8]4[C:16](=[CH:17][C:5]([C:2]([OH:1])([CH3:4])[CH3:3])=[CH:6][CH:7]=4)[NH:15][C:14]=3[C:13]([C:18]([NH2:20])=[O:19])=[CH:12][CH:11]=2)[CH:36]=[CH:35][CH:34]=1.